Dataset: Full USPTO retrosynthesis dataset with 1.9M reactions from patents (1976-2016). Task: Predict the reactants needed to synthesize the given product. (1) The reactants are: [CH2:1]([O:3][C:4](=[O:26])[CH2:5][N:6]1[CH:11]=[CH:10][N:9]=[C:8]([NH:12][C@H:13]([CH2:21][N:22]=[N+:23]=[N-:24])[CH2:14][C:15]2[CH:20]=[CH:19][CH:18]=[CH:17][CH:16]=2)[C:7]1=[O:25])[CH3:2].[Cl:27]N1C(=O)CCC1=O. Given the product [CH2:1]([O:3][C:4](=[O:26])[CH2:5][N:6]1[C:11]([Cl:27])=[CH:10][N:9]=[C:8]([NH:12][C@H:13]([CH2:21][N:22]=[N+:23]=[N-:24])[CH2:14][C:15]2[CH:16]=[CH:17][CH:18]=[CH:19][CH:20]=2)[C:7]1=[O:25])[CH3:2], predict the reactants needed to synthesize it. (2) Given the product [CH3:20][C:19]1[N:18]([C:12]2[CH:17]=[CH:16][CH:15]=[CH:14][CH:13]=2)[C:2]2=[N:3][C:4]([CH3:11])=[CH:5][CH:6]=[C:7]2[N:8]=1, predict the reactants needed to synthesize it. The reactants are: Br[C:2]1[C:7]([N+:8]([O-])=O)=[CH:6][CH:5]=[C:4]([CH3:11])[N:3]=1.[C:12]1([NH:18][C:19](=O)[CH3:20])[CH:17]=[CH:16][CH:15]=[CH:14][CH:13]=1. (3) Given the product [CH2:2]([CH:3]([O:6][C:10]1[C:11]2[N:19]([CH3:20])[CH:18]=[C:17]([C:21]3[C:26]([CH3:27])=[CH:25][C:24]([CH3:28])=[CH:23][C:22]=3[CH3:29])[C:12]=2[N:13]=[C:14]([CH3:16])[N:15]=1)[CH2:4][CH3:5])[CH3:1], predict the reactants needed to synthesize it. The reactants are: [CH3:1][CH2:2][CH:3]([OH:6])[CH2:4][CH3:5].[H-].[Na+].Cl[C:10]1[C:11]2[N:19]([CH3:20])[CH:18]=[C:17]([C:21]3[C:26]([CH3:27])=[CH:25][C:24]([CH3:28])=[CH:23][C:22]=3[CH3:29])[C:12]=2[N:13]=[C:14]([CH3:16])[N:15]=1. (4) Given the product [Cl:17][C:5]1[CH:4]=[CH:3][C:2]([NH:1][C:22](=[O:23])/[CH:21]=[CH:20]\[C:19]([OH:24])=[O:18])=[CH:7][C:6]=1[NH:8][C:9]1[CH2:14][CH2:13][CH2:12][C:11](=[O:15])[C:10]=1[CH3:16], predict the reactants needed to synthesize it. The reactants are: [NH2:1][C:2]1[CH:3]=[CH:4][C:5]([Cl:17])=[C:6]([NH:8][C:9]2[CH2:14][CH2:13][CH2:12][C:11](=[O:15])[C:10]=2[CH3:16])[CH:7]=1.[O:18]1[C:22](=[O:23])[CH:21]=[CH:20][C:19]1=[O:24]. (5) Given the product [F:12][C:13]1[CH:20]=[CH:19][CH:18]=[CH:17][C:14]=1[C:15]1[NH:1][N:2]=[C:3]([C:5]2[CH:10]=[CH:9][CH:8]=[C:7]([CH3:11])[N:6]=2)[N:4]=1, predict the reactants needed to synthesize it. The reactants are: [NH2:1][NH:2][C:3]([C:5]1[CH:10]=[CH:9][CH:8]=[C:7]([CH3:11])[N:6]=1)=[NH:4].[F:12][C:13]1[CH:20]=[CH:19][CH:18]=[CH:17][C:14]=1[CH:15]=O. (6) Given the product [C:9]1([CH3:14])[CH:7]=[CH:6][CH:5]=[CH:4][C:3]=1[O:2][C:1]1[CH:17]=[CH:18][CH:29]=[CH:27][C:28]=1[C@:39]([C@@H:41]1[CH2:46][CH2:45][CH2:44][N:43]([C:47]([N:54]2[CH2:58][CH2:57][C@H:56]([NH:59][C:60](=[O:66])[O:61][C:62]([CH3:63])([CH3:65])[CH3:64])[CH2:55]2)=[CH:48][N+:49]([O-:51])=[O:50])[CH2:42]1)([OH:40])[CH2:38][CH2:37][CH2:36][CH2:35][O:34][CH3:33], predict the reactants needed to synthesize it. The reactants are: [CH3:1][O:2][CH2:3][CH2:4][CH2:5][CH2:6][CH:7]([C@@H:9]1[CH2:14]CCNC1)O.CS[C:17](SC)=[CH:18][N+]([O-])=O.CCN(C(C)C)[CH:27]([CH3:29])[CH3:28].[CH3:33][O:34][CH2:35][CH2:36][CH2:37][CH2:38][CH:39]([C@@H:41]1[CH2:46][CH2:45][CH2:44][N:43]([C:47](SC)=[CH:48][N+:49]([O-:51])=[O:50])[CH2:42]1)[OH:40].[NH:54]1[CH2:58][CH2:57][C@H:56]([NH:59][C:60](=[O:66])[O:61][C:62]([CH3:65])([CH3:64])[CH3:63])[CH2:55]1. (7) Given the product [F:1][C:2]([F:26])([F:27])[C:3]1[CH:4]=[CH:5][C:6]([C:9]2[CH:14]=[CH:13][CH:12]=[C:11]([C:15]3[CH:20]=[CH:19][C:18]([C:21]([F:22])([F:23])[F:24])=[CH:17][CH:16]=3)[C:10]=2[NH:25][C:28](=[O:32])[C:29]([NH:25][C:10]2[C:11]([C:15]3[CH:20]=[CH:19][C:18]([C:21]([F:22])([F:23])[F:24])=[CH:17][CH:16]=3)=[CH:12][CH:13]=[CH:14][C:9]=2[C:6]2[CH:7]=[CH:8][C:3]([C:2]([F:1])([F:26])[F:27])=[CH:4][CH:5]=2)=[O:30])=[CH:7][CH:8]=1, predict the reactants needed to synthesize it. The reactants are: [F:1][C:2]([F:27])([F:26])[C:3]1[CH:8]=[CH:7][C:6]([C:9]2[CH:14]=[CH:13][CH:12]=[C:11]([C:15]3[CH:20]=[CH:19][C:18]([C:21]([F:24])([F:23])[F:22])=[CH:17][CH:16]=3)[C:10]=2[NH2:25])=[CH:5][CH:4]=1.[C:28](Cl)(=[O:32])[C:29](Cl)=[O:30].O.